Task: Predict the product of the given reaction.. Dataset: Forward reaction prediction with 1.9M reactions from USPTO patents (1976-2016) Given the reactants [F:1][CH:2]([F:23])[O:3][C:4]1[C:5]([OH:22])=[C:6]([C:12]2[CH:20]=[CH:19][CH:18]=[C:17]3[C:13]=2[CH2:14][CH2:15][C:16]3=[O:21])[CH:7]=[CH:8][C:9]=1[O:10][CH3:11].C(=O)([O-])[O-].[K+].[K+].Br[CH2:31][C:32]1([CH2:36][OH:37])[CH2:35][O:34][CH2:33]1, predict the reaction product. The product is: [F:1][CH:2]([F:23])[O:3][C:4]1[C:5]([O:22][CH2:31][C:32]2([CH2:36][OH:37])[CH2:35][O:34][CH2:33]2)=[C:6]([C:12]2[CH:20]=[CH:19][CH:18]=[C:17]3[C:13]=2[CH2:14][CH2:15][C:16]3=[O:21])[CH:7]=[CH:8][C:9]=1[O:10][CH3:11].